Predict the reactants needed to synthesize the given product. From a dataset of Full USPTO retrosynthesis dataset with 1.9M reactions from patents (1976-2016). Given the product [NH2:27][C:23]1[CH:22]=[C:21]([N:18]2[CH2:17][CH2:16][N:15]([CH2:14][CH2:13][C:12]3[N:8]([CH2:7][CH:1]4[CH2:6][CH2:5][CH2:4][CH2:3][CH2:2]4)[C:9](=[O:30])[NH:10][N:11]=3)[CH2:20][CH2:19]2)[CH:26]=[CH:25][CH:24]=1, predict the reactants needed to synthesize it. The reactants are: [CH:1]1([CH2:7][N:8]2[C:12]([CH2:13][CH2:14][N:15]3[CH2:20][CH2:19][N:18]([C:21]4[CH:26]=[CH:25][CH:24]=[C:23]([N+:27]([O-])=O)[CH:22]=4)[CH2:17][CH2:16]3)=[N:11][NH:10][C:9]2=[O:30])[CH2:6][CH2:5][CH2:4][CH2:3][CH2:2]1.